From a dataset of Catalyst prediction with 721,799 reactions and 888 catalyst types from USPTO. Predict which catalyst facilitates the given reaction. (1) Reactant: [NH2:1][C:2]1[N:7]=[CH:6][N:5]=[C:4]2[N:8]([C@@H:26]3[CH2:31][CH2:30][CH2:29][N:28]([C:32](=[O:36])[CH2:33][C:34]#[N:35])[CH2:27]3)[N:9]=[C:10]([C:11]3[CH:16]=[CH:15][C:14]([O:17][C:18]4[CH:23]=[C:22]([F:24])[CH:21]=[CH:20][C:19]=4[F:25])=[CH:13][CH:12]=3)[C:3]=12.N1[CH2:42][CH2:41][CH2:40][CH2:39]C1.C1(C=O)CC1. Product: [NH2:1][C:2]1[N:7]=[CH:6][N:5]=[C:4]2[N:8]([C@@H:26]3[CH2:31][CH2:30][CH2:29][N:28]([C:32]([C:33](=[CH:39][CH:40]4[CH2:42][CH2:41]4)[C:34]#[N:35])=[O:36])[CH2:27]3)[N:9]=[C:10]([C:11]3[CH:16]=[CH:15][C:14]([O:17][C:18]4[CH:23]=[C:22]([F:24])[CH:21]=[CH:20][C:19]=4[F:25])=[CH:13][CH:12]=3)[C:3]=12. The catalyst class is: 5. (2) Reactant: [Cl:1][C:2]1[CH:3]=[C:4]([NH:9][C:10]2[C:19]3[C:14](=[CH:15][C:16]([O:22][CH:23]4[CH2:37][C@@H:26]5[CH2:27][N:28](C(OC(C)(C)C)=O)[CH2:29][C@@H:25]5[CH2:24]4)=[C:17]([O:20][CH3:21])[CH:18]=3)[N:13]=[CH:12][N:11]=2)[CH:5]=[CH:6][C:7]=1[Cl:8].Cl. Product: [ClH:1].[Cl:1][C:2]1[CH:3]=[C:4]([NH:9][C:10]2[C:19]3[C:14](=[CH:15][C:16]([O:22][CH:23]4[CH2:37][C@@H:26]5[CH2:27][NH:28][CH2:29][C@@H:25]5[CH2:24]4)=[C:17]([O:20][CH3:21])[CH:18]=3)[N:13]=[CH:12][N:11]=2)[CH:5]=[CH:6][C:7]=1[Cl:8]. The catalyst class is: 71. (3) The catalyst class is: 17. Reactant: [CH2:1]([O:8][C:9]1[CH:36]=[CH:35][C:12]([CH2:13][C@@H:14]([NH:20][C:21](=[O:34])[CH2:22][CH2:23][CH2:24][CH2:25][CH2:26][CH2:27][C:28]2[CH:33]=[CH:32][CH:31]=[CH:30][CH:29]=2)[CH2:15][CH2:16][C:17](=O)[NH2:18])=[CH:11][CH:10]=1)[C:2]1[CH:7]=[CH:6][CH:5]=[CH:4][CH:3]=1.P(Cl)(Cl)(Cl)=O. Product: [CH2:1]([O:8][C:9]1[CH:36]=[CH:35][C:12]([CH2:13][C@@H:14]([NH:20][C:21](=[O:34])[CH2:22][CH2:23][CH2:24][CH2:25][CH2:26][CH2:27][C:28]2[CH:33]=[CH:32][CH:31]=[CH:30][CH:29]=2)[CH2:15][CH2:16][C:17]#[N:18])=[CH:11][CH:10]=1)[C:2]1[CH:3]=[CH:4][CH:5]=[CH:6][CH:7]=1. (4) Reactant: C(O)(=O)C.C([O:7][C:8](=O)[CH2:9][N:10]([CH2:24][C:25]1[CH:30]=[CH:29][C:28]([N+:31]([O-:33])=[O:32])=[C:27]([CH3:34])[CH:26]=1)[C:11]([NH:13][C:14]1[CH:19]=[CH:18][C:17]([C:20]([F:23])([F:22])[F:21])=[CH:16][CH:15]=1)=[O:12])C.Cl. Product: [CH3:34][C:27]1[CH:26]=[C:25]([CH:30]=[CH:29][C:28]=1[N+:31]([O-:33])=[O:32])[CH2:24][N:10]1[CH2:9][C:8](=[O:7])[N:13]([C:14]2[CH:15]=[CH:16][C:17]([C:20]([F:22])([F:23])[F:21])=[CH:18][CH:19]=2)[C:11]1=[O:12]. The catalyst class is: 6. (5) Reactant: [Cl:1][C:2]1[C:3]([N:27]([CH:29]([CH3:31])[CH3:30])[CH3:28])=[CH:4][C:5]2[N:11]=[C:10]([C:12]3[CH:17]=[CH:16][CH:15]=[C:14]([N:18]4[C:22]([CH2:23]O)=[CH:21][N:20]=[N:19]4)[CH:13]=3)[CH2:9][C:8](=[O:25])[NH:7][C:6]=2[CH:26]=1.S(Cl)(Cl)=O.[Cl-].[CH3:37][NH:38][CH3:39]. Product: [Cl:1][C:2]1[C:3]([N:27]([CH:29]([CH3:31])[CH3:30])[CH3:28])=[CH:4][C:5]2[N:11]=[C:10]([C:12]3[CH:17]=[CH:16][CH:15]=[C:14]([N:18]4[C:22]([CH2:23][N:38]([CH3:39])[CH3:37])=[CH:21][N:20]=[N:19]4)[CH:13]=3)[CH2:9][C:8](=[O:25])[NH:7][C:6]=2[CH:26]=1. The catalyst class is: 139. (6) Reactant: [C:1]([C:4]1[CH:5]=[CH:6][C:7]2[O:13][CH2:12][CH2:11][N:10]([C:14]([O:16][C:17]([CH3:20])([CH3:19])[CH3:18])=[O:15])[CH2:9][C:8]=2[CH:21]=1)(=[O:3])[CH3:2].[H-].[Na+].[C:24](=O)([O:27]C)[O:25][CH3:26]. Product: [CH3:26][O:25][C:24](=[O:27])[CH2:2][C:1]([C:4]1[CH:5]=[CH:6][C:7]2[O:13][CH2:12][CH2:11][N:10]([C:14]([O:16][C:17]([CH3:20])([CH3:19])[CH3:18])=[O:15])[CH2:9][C:8]=2[CH:21]=1)=[O:3]. The catalyst class is: 7.